Dataset: Forward reaction prediction with 1.9M reactions from USPTO patents (1976-2016). Task: Predict the product of the given reaction. (1) Given the reactants [CH2:1]([C:5]1[C:6]([C:16]2[CH:21]=[CH:20][C:19]([O:22][CH3:23])=[CH:18][CH:17]=2)=[C:7]([OH:15])[C:8]2[C:13]([CH:14]=1)=[CH:12][CH:11]=[CH:10][CH:9]=2)[CH2:2][CH2:3][CH3:4].F[C:25]1[CH:32]=[CH:31][C:28]([CH:29]=[O:30])=[CH:27][CH:26]=1.C([O-])([O-])=O.[Cs+].[Cs+], predict the reaction product. The product is: [CH2:1]([C:5]1[C:6]([C:16]2[CH:17]=[CH:18][C:19]([O:22][CH3:23])=[CH:20][CH:21]=2)=[C:7]([O:15][C:25]2[CH:32]=[CH:31][C:28]([CH:29]=[O:30])=[CH:27][CH:26]=2)[C:8]2[C:13]([CH:14]=1)=[CH:12][CH:11]=[CH:10][CH:9]=2)[CH2:2][CH2:3][CH3:4]. (2) Given the reactants [Cl:1][C:2]1[C:3](=[O:12])[N:4]([CH3:11])[CH:5]=[C:6]([N+:8]([O-])=O)[CH:7]=1.[NH4+].[Cl-], predict the reaction product. The product is: [NH2:8][C:6]1[CH:7]=[C:2]([Cl:1])[C:3](=[O:12])[N:4]([CH3:11])[CH:5]=1. (3) Given the reactants [CH3:1][O:2][C:3]1[CH:14]=[CH:13][C:6]2[N:7]([CH3:12])[C:8](=O)[CH2:9][O:10][C:5]=2[CH:4]=1.CSC.B, predict the reaction product. The product is: [CH3:1][O:2][C:3]1[CH:14]=[CH:13][C:6]2[N:7]([CH3:12])[CH2:8][CH2:9][O:10][C:5]=2[CH:4]=1. (4) Given the reactants Cl[C:2]1[N:7]=[C:6]([CH3:8])[C:5]([CH3:9])=[CH:4][N:3]=1.[NH2:10][CH2:11][CH:12]1[CH2:17][CH2:16][N:15]([C:18]([O:20][CH2:21][C:22]2[CH:27]=[CH:26][C:25]([CH3:28])=[CH:24][CH:23]=2)=[O:19])[CH2:14][CH2:13]1, predict the reaction product. The product is: [CH3:28][C:25]1[CH:24]=[CH:23][C:22]([CH2:21][O:20][C:18]([N:15]2[CH2:16][CH2:17][CH:12]([CH2:11][NH:10][C:2]3[N:7]=[C:6]([CH3:8])[C:5]([CH3:9])=[CH:4][N:3]=3)[CH2:13][CH2:14]2)=[O:19])=[CH:27][CH:26]=1. (5) Given the reactants C([Li])CCC.[C:6]1([N:12]2[CH:16]=[C:15]([C:17]3[CH:22]=[CH:21][CH:20]=[CH:19][CH:18]=3)[N:14]=[CH:13]2)[CH:11]=[CH:10][CH:9]=[CH:8][CH:7]=1.Br[CH2:24][C:25]([N:27]1[CH2:32][CH2:31][N:30]([C:33]2[N:38]=[CH:37][CH:36]=[CH:35][N:34]=2)[CH2:29][CH2:28]1)=[O:26].[Cl-].[NH4+].[Na], predict the reaction product. The product is: [C:6]1([N:12]2[CH:16]=[C:15]([C:17]3[CH:22]=[CH:21][CH:20]=[CH:19][CH:18]=3)[N:14]=[C:13]2[CH2:24][C:25]([N:27]2[CH2:28][CH2:29][N:30]([C:33]3[N:34]=[CH:35][CH:36]=[CH:37][N:38]=3)[CH2:31][CH2:32]2)=[O:26])[CH:11]=[CH:10][CH:9]=[CH:8][CH:7]=1. (6) The product is: [CH2:1]([O:3][C:4]([C:5]1[CH:6]=[C:7]([CH3:8])[N:20]([C:14]2[C:13]([Cl:12])=[CH:18][CH:17]=[CH:16][C:15]=2[Cl:19])[N:21]=1)=[O:11])[CH3:2]. Given the reactants [CH2:1]([O:3][C:4](=[O:11])[C:5](=O)[CH2:6][C:7](=O)[CH3:8])[CH3:2].[Cl:12][C:13]1[CH:18]=[CH:17][CH:16]=[C:15]([Cl:19])[C:14]=1[NH:20][NH2:21].C(O)(=O)C, predict the reaction product.